This data is from Cav3 T-type calcium channel HTS with 100,875 compounds. The task is: Binary Classification. Given a drug SMILES string, predict its activity (active/inactive) in a high-throughput screening assay against a specified biological target. The compound is S(=O)(=O)(N(c1c(cccc1)C)CC(=O)NCc1ccncc1)C. The result is 0 (inactive).